This data is from Full USPTO retrosynthesis dataset with 1.9M reactions from patents (1976-2016). The task is: Predict the reactants needed to synthesize the given product. (1) Given the product [NH2:19][C:18]1[CH:20]=[CH:21][C:22]([O:23][C:24]2[CH:29]=[CH:28][N:27]=[C:26]3[CH:30]=[C:31]([C:3]#[C:2][CH2:1][N:4]4[CH2:9][CH2:8][C:7]([C:11]([F:14])([F:12])[F:13])([OH:10])[CH2:6][CH2:5]4)[S:32][C:25]=23)=[C:16]([F:15])[CH:17]=1, predict the reactants needed to synthesize it. The reactants are: [CH2:1]([N:4]1[CH2:9][CH2:8][C:7]([C:11]([F:14])([F:13])[F:12])([OH:10])[CH2:6][CH2:5]1)[C:2]#[CH:3].[F:15][C:16]1[CH:17]=[C:18]([CH:20]=[CH:21][C:22]=1[O:23][C:24]1[CH:29]=[CH:28][N:27]=[C:26]2[CH:30]=[C:31](I)[S:32][C:25]=12)[NH2:19]. (2) Given the product [Cl:14][C:15]1[CH:20]=[CH:19][C:18]([CH:21]([C:23]2[CH:28]=[CH:27][C:26]([F:29])=[CH:25][CH:24]=2)[C:5]2[C:4]3[C:8](=[C:9]([CH2:11][S:12][CH3:13])[CH:10]=[C:2]([F:1])[CH:3]=3)[NH:7][CH:6]=2)=[C:17]([CH3:30])[CH:16]=1, predict the reactants needed to synthesize it. The reactants are: [F:1][C:2]1[CH:3]=[C:4]2[C:8](=[C:9]([CH2:11][S:12][CH3:13])[CH:10]=1)[NH:7][CH:6]=[CH:5]2.[Cl:14][C:15]1[CH:20]=[CH:19][C:18]([CH:21]([C:23]2[CH:28]=[CH:27][C:26]([F:29])=[CH:25][CH:24]=2)O)=[C:17]([CH3:30])[CH:16]=1.FC1C=CC(C(C2C=CC(F)=CC=2)C2C3C(=C(CSC)C=CC=3)NC=2)=CC=1. (3) Given the product [Cl:1][C:2]1[CH:3]=[CH:4][C:5]([C:28]([F:30])([F:31])[F:29])=[C:6]([CH:27]=1)[CH2:7][N:8]1[CH2:13][CH2:12][NH:11][C:10]2[N:14]=[CH:15][C:16]([C:18]3[CH:26]=[CH:25][C:21]([C:22]([N:35]4[CH2:36][CH2:37][N:32]([C:38]5[CH:43]=[N:42][CH:41]=[CH:40][N:39]=5)[CH2:33][CH2:34]4)=[O:24])=[CH:20][CH:19]=3)=[CH:17][C:9]1=2, predict the reactants needed to synthesize it. The reactants are: [Cl:1][C:2]1[CH:3]=[CH:4][C:5]([C:28]([F:31])([F:30])[F:29])=[C:6]([CH:27]=1)[CH2:7][N:8]1[CH2:13][CH2:12][NH:11][C:10]2[N:14]=[CH:15][C:16]([C:18]3[CH:26]=[CH:25][C:21]([C:22]([OH:24])=O)=[CH:20][CH:19]=3)=[CH:17][C:9]1=2.[N:32]1([C:38]2[CH:43]=[N:42][CH:41]=[CH:40][N:39]=2)[CH2:37][CH2:36][NH:35][CH2:34][CH2:33]1. (4) Given the product [F:31][C:32]([F:37])([F:36])[C:33]([OH:35])=[O:34].[CH:1]1([CH2:7][CH2:8][CH2:9][C@@H:10]([C:19]2[O:23][N:22]=[C:21]([CH2:24][C:25]3[CH:30]=[CH:29][CH:28]=[CH:27][N:26]=3)[N:20]=2)[CH2:11][C:12]([OH:14])=[O:13])[CH2:6][CH2:5][CH2:4][CH2:3][CH2:2]1, predict the reactants needed to synthesize it. The reactants are: [CH:1]1([CH2:7][CH2:8][CH2:9][C@@H:10]([C:19]2[O:23][N:22]=[C:21]([CH2:24][C:25]3[CH:30]=[CH:29][CH:28]=[CH:27][N:26]=3)[N:20]=2)[CH2:11][C:12]([O:14]C(C)(C)C)=[O:13])[CH2:6][CH2:5][CH2:4][CH2:3][CH2:2]1.[F:31][C:32]([F:37])([F:36])[C:33]([OH:35])=[O:34]. (5) Given the product [Cl:10][C:11]1[CH:31]=[CH:30][C:14]([C:15]([NH:39][CH2:38][CH:32]2[CH2:37][CH2:36][CH2:35][CH2:34][CH2:33]2)=[O:29])=[C:13]([NH:18][C:17]([C:19]2[C:28]3[C:23](=[CH:24][CH:25]=[CH:26][CH:27]=3)[CH:22]=[CH:21][CH:20]=2)=[O:16])[CH:12]=1, predict the reactants needed to synthesize it. The reactants are: C(N(C(C)C)CC)(C)C.[Cl:10][C:11]1[CH:31]=[CH:30][C:14]2[C:15](=[O:29])[O:16][C:17]([C:19]3[C:28]4[C:23](=[CH:24][CH:25]=[CH:26][CH:27]=4)[CH:22]=[CH:21][CH:20]=3)=[N:18][C:13]=2[CH:12]=1.[CH:32]1([CH2:38][NH2:39])[CH2:37][CH2:36][CH2:35][CH2:34][CH2:33]1. (6) Given the product [CH2:1]([O:8][CH2:9][CH2:10][CH2:11][C:12]([NH:18][CH2:15][C:16]#[CH:17])=[O:14])[C:2]1[CH:3]=[CH:4][CH:5]=[CH:6][CH:7]=1, predict the reactants needed to synthesize it. The reactants are: [CH2:1]([O:8][CH2:9][CH2:10][CH2:11][C:12]([OH:14])=O)[C:2]1[CH:7]=[CH:6][CH:5]=[CH:4][CH:3]=1.[CH2:15]([NH2:18])[C:16]#[CH:17].C(N(C(C)C)CC)(C)C.OC1C2N=NNC=2C=CC=1.C(Cl)CCl.